From a dataset of Full USPTO retrosynthesis dataset with 1.9M reactions from patents (1976-2016). Predict the reactants needed to synthesize the given product. Given the product [CH:1]1([N:4]([CH2:18][C:19]2[O:20][CH:21]=[C:22]([C:24]([N:67]3[CH2:66][CH2:65][N:64]([CH:61]4[CH2:62][CH2:63][N:58]([CH3:57])[CH2:59][CH2:60]4)[CH2:69][CH2:68]3)=[O:26])[N:23]=2)[S:5]([C:8]2[C:13]([CH3:14])=[CH:12][C:11]([O:15][CH3:16])=[CH:10][C:9]=2[CH3:17])(=[O:6])=[O:7])[CH2:2][CH2:3]1, predict the reactants needed to synthesize it. The reactants are: [CH:1]1([N:4]([CH2:18][C:19]2[O:20][CH:21]=[C:22]([C:24]([OH:26])=O)[N:23]=2)[S:5]([C:8]2[C:13]([CH3:14])=[CH:12][C:11]([O:15][CH3:16])=[CH:10][C:9]=2[CH3:17])(=[O:7])=[O:6])[CH2:3][CH2:2]1.CCN=C=NCCCN(C)C.C1C=CC2N(O)N=NC=2C=1.CCN(C(C)C)C(C)C.[CH3:57][N:58]1[CH2:63][CH2:62][CH:61]([N:64]2[CH2:69][CH2:68][NH:67][CH2:66][CH2:65]2)[CH2:60][CH2:59]1.